From a dataset of Catalyst prediction with 721,799 reactions and 888 catalyst types from USPTO. Predict which catalyst facilitates the given reaction. (1) The catalyst class is: 352. Reactant: [CH3:1][C:2]1[O:3][C:4](/[CH:7]=[CH:8]/[C:9]2[CH:14]=[CH:13][C:12]([N+:15]([O-])=O)=[CH:11][CH:10]=2)=[N:5][N:6]=1.O1CCCC1. Product: [CH3:1][C:2]1[O:3][C:4]([CH2:7][CH2:8][C:9]2[CH:14]=[CH:13][C:12]([NH2:15])=[CH:11][CH:10]=2)=[N:5][N:6]=1. (2) Reactant: [Br:1][C:2]1[C:10]([F:11])=[CH:9][C:5]([C:6](O)=[O:7])=[C:4]([Cl:12])[CH:3]=1.CC[N:15]=C=NCCCN(C)C.Cl. Product: [Br:1][C:2]1[C:10]([F:11])=[CH:9][C:5]([C:6]([NH2:15])=[O:7])=[C:4]([Cl:12])[CH:3]=1. The catalyst class is: 3. (3) Reactant: C(OC(=O)[NH:7][C:8]1[CH:13]=[C:12]([CH3:14])[C:11]([CH2:15][NH:16][C:17]([C:19]2[N:23]=[C:22]([CH2:24][C:25]3[CH:30]=[CH:29][CH:28]=[CH:27][CH:26]=3)[N:21]([CH3:31])[N:20]=2)=[O:18])=[C:10]([CH3:32])[N:9]=1)(C)(C)C. Product: [NH2:7][C:8]1[N:9]=[C:10]([CH3:32])[C:11]([CH2:15][NH:16][C:17]([C:19]2[N:23]=[C:22]([CH2:24][C:25]3[CH:30]=[CH:29][CH:28]=[CH:27][CH:26]=3)[N:21]([CH3:31])[N:20]=2)=[O:18])=[C:12]([CH3:14])[CH:13]=1. The catalyst class is: 620. (4) Reactant: BrC1C=CC(O[C:7]2[C:20]3[C:19](=[O:21])[C:18]4[C:13](=[C:14](OC5C=CC(Br)=CC=5)[CH:15]=[CH:16][CH:17]=4)[C:12](=[O:30])[C:11]=3[CH:10]=[CH:9][CH:8]=2)=CC=1.[OH-].[K+].[C:35]1([CH3:42])[CH:40]=[CH:39][C:38]([SH:41])=[CH:37][CH:36]=1. Product: [CH3:42][C:35]1[CH:40]=[CH:39][C:38]([S:41][C:7]2[C:20]3[C:19](=[O:21])[C:18]4[C:13](=[C:14]([S:41][C:38]5[CH:39]=[CH:40][C:35]([CH3:42])=[CH:36][CH:37]=5)[CH:15]=[CH:16][CH:17]=4)[C:12](=[O:30])[C:11]=3[CH:10]=[CH:9][CH:8]=2)=[CH:37][CH:36]=1. The catalyst class is: 3. (5) Reactant: [NH:1]1[CH2:6][CH2:5][O:4][CH2:3][CH2:2]1.C(N(CC)CC)C.Br[CH2:15][C:16]1[CH:17]=[C:18]([CH:23]=[CH:24][CH:25]=1)[C:19]([O:21][CH3:22])=[O:20]. Product: [N:1]1([CH2:15][C:16]2[CH:17]=[C:18]([CH:23]=[CH:24][CH:25]=2)[C:19]([O:21][CH3:22])=[O:20])[CH2:6][CH2:5][O:4][CH2:3][CH2:2]1. The catalyst class is: 811. (6) Reactant: [Cl:1][C:2]1[CH:34]=[CH:33][C:5]2[N:6]([CH3:32])[C:7](=[O:31])[CH2:8][N:9]3[C:12](=[O:13])[C@@H:11]([O:14][C:15]4[CH:20]=[C:19]([O:21][CH3:22])[CH:18]=[C:17]([O:23][CH3:24])[CH:16]=4)[C@:10]3([C:25]3[CH:30]=[CH:29][CH:28]=[CH:27][CH:26]=3)[C:4]=2[CH:3]=1.[O:35]1CCOCC1. Product: [Cl:1][C:2]1[CH:34]=[CH:33][C:5]2[N:6]([CH3:32])[C:7](=[O:31])[CH2:8][NH:9][C@@:10]([C@H:11]([O:14][C:15]3[CH:20]=[C:19]([O:21][CH3:22])[CH:18]=[C:17]([O:23][CH3:24])[CH:16]=3)[C:12]([OH:35])=[O:13])([C:25]3[CH:26]=[CH:27][CH:28]=[CH:29][CH:30]=3)[C:4]=2[CH:3]=1. The catalyst class is: 33. (7) The catalyst class is: 11. Product: [C:19]1([CH2:18][NH:17][CH2:15][C@H:6]2[CH2:5][O:4][CH2:3][CH2:2][N:7]2[CH2:8][C:9]2[CH:14]=[CH:13][CH:12]=[CH:11][CH:10]=2)[CH:20]=[CH:21][CH:22]=[CH:23][CH:24]=1. Reactant: O=[C:2]1[N:7]([CH2:8][C:9]2[CH:14]=[CH:13][CH:12]=[CH:11][CH:10]=2)[C@@H:6]([C:15]([NH:17][CH2:18][C:19]2[CH:24]=[CH:23][CH:22]=[CH:21][CH:20]=2)=O)[CH2:5][O:4][CH2:3]1.COCCO[AlH2-]OCCOC.[Na+].